Dataset: Forward reaction prediction with 1.9M reactions from USPTO patents (1976-2016). Task: Predict the product of the given reaction. The product is: [CH3:31][C:16]1[CH:17]=[C:18]([C:21]([OH:30])([C:22]([F:25])([F:23])[F:24])[C:26]([F:27])([F:29])[F:28])[CH:19]=[CH:20][C:15]=1[O:14][CH2:13][CH2:12][CH2:11][O:10][C:7]1[CH:6]=[CH:5][C:4]([C:3]([OH:32])=[O:2])=[CH:9][CH:8]=1. Given the reactants C[O:2][C:3](=[O:32])[C:4]1[CH:9]=[CH:8][C:7]([O:10][CH2:11][CH2:12][CH2:13][O:14][C:15]2[CH:20]=[CH:19][C:18]([C:21]([OH:30])([C:26]([F:29])([F:28])[F:27])[C:22]([F:25])([F:24])[F:23])=[CH:17][C:16]=2[CH3:31])=[CH:6][CH:5]=1.[Li+].[OH-].OS([O-])(=O)=O.[K+], predict the reaction product.